This data is from Full USPTO retrosynthesis dataset with 1.9M reactions from patents (1976-2016). The task is: Predict the reactants needed to synthesize the given product. (1) Given the product [C:13]([C:10]([C:7]([O:17][CH:18]([C:20]([O:23][CH2:24][CH2:25][CH2:26][CH2:27][CH2:28][CH2:29][OH:30])([F:21])[F:22])[F:19])([F:9])[F:8])([F:12])[F:11])([F:16])([F:15])[F:14], predict the reactants needed to synthesize it. The reactants are: O1CCOCC1.[C:7]([O:17][C:18](=[C:20]([F:22])[F:21])[F:19])([C:10]([C:13]([F:16])([F:15])[F:14])([F:12])[F:11])([F:9])[F:8].[OH:23][CH2:24][CH2:25][CH2:26][CH2:27][CH2:28][CH2:29][OH:30].[OH-].[K+]. (2) Given the product [F:32][C:33]1[CH:34]=[C:35]([CH:36]=[CH:37][C:38]=1[C:39]1[C:43]([C:44]2[CH:49]=[CH:48][N:47]=[CH:46][CH:45]=2)=[CH:42][N:41]([CH2:50][C:51]([F:52])([F:53])[F:54])[N:40]=1)[O:55][CH2:57][C:58]1[CH:67]=[N:66][C:65]2[C:60](=[CH:61][CH:62]=[CH:63][CH:64]=2)[N:59]=1, predict the reactants needed to synthesize it. The reactants are: FC1C=C(C=CC=1C1C(C2C=CN=CC=2)=CN(C)N=1)OCC1C=CC2C(=CC=CC=2)N=1.[F:32][C:33]1[CH:34]=[C:35]([OH:55])[CH:36]=[CH:37][C:38]=1[C:39]1[C:43]([C:44]2[CH:49]=[CH:48][N:47]=[CH:46][CH:45]=2)=[CH:42][N:41]([CH2:50][C:51]([F:54])([F:53])[F:52])[N:40]=1.Cl[CH2:57][C:58]1[CH:67]=[N:66][C:65]2[C:60](=[CH:61][CH:62]=[CH:63][CH:64]=2)[N:59]=1. (3) Given the product [Br:5][CH2:1][C:12]1[CH:11]=[C:10]([C:14]2[CH:19]=[CH:18][CH:17]=[C:16]([C:20]([O:22][CH2:23][CH3:24])=[O:21])[CH:15]=2)[CH:9]=[CH:8][CH:13]=1, predict the reactants needed to synthesize it. The reactants are: [C:1]([Br:5])(Br)(Br)Br.OC[C:8]1[CH:9]=[C:10]([C:14]2[CH:19]=[CH:18][CH:17]=[C:16]([C:20]([O:22][CH2:23][CH3:24])=[O:21])[CH:15]=2)[CH:11]=[CH:12][CH:13]=1.C1C=CC(P(C2C=CC=CC=2)C2C=CC=CC=2)=CC=1. (4) Given the product [C:16]([OH:18])(=[O:17])[CH3:15].[NH2:24][C:2](=[NH:1])[C:3]1[CH:4]=[CH:5][C:6]([C:9]2[CH:10]=[CH:11][C:12]([O:13][CH2:14][C:15]([CH3:20])([CH3:21])[C:16]([O:18][CH3:19])=[O:17])=[CH:22][CH:23]=2)=[N:7][CH:8]=1, predict the reactants needed to synthesize it. The reactants are: [NH2:1][C:2](=[N:24]O)[C:3]1[CH:4]=[CH:5][C:6]([C:9]2[CH:23]=[CH:22][C:12]([O:13][CH2:14][C:15]([CH3:21])([CH3:20])[C:16]([O:18][CH3:19])=[O:17])=[CH:11][CH:10]=2)=[N:7][CH:8]=1.C(OC(=O)C)(=O)C. (5) Given the product [O:27]=[C:25]([N:29]1[CH2:33][CH2:32][CH2:31][CH2:30]1)[CH2:24][N:19]1[C:18]2[CH:28]=[C:14]([NH:13][C:11]([C:6]3[NH:7][C:8]4[C:4]([CH:5]=3)=[CH:3][C:2]([Cl:1])=[CH:10][CH:9]=4)=[O:12])[CH:15]=[CH:16][C:17]=2[O:23][CH2:22][CH2:21][CH2:20]1, predict the reactants needed to synthesize it. The reactants are: [Cl:1][C:2]1[CH:3]=[C:4]2[C:8](=[CH:9][CH:10]=1)[NH:7][C:6]([C:11]([NH:13][C:14]1[CH:15]=[CH:16][C:17]3[O:23][CH2:22][CH2:21][CH2:20][N:19]([CH2:24][C:25]([OH:27])=O)[C:18]=3[CH:28]=1)=[O:12])=[CH:5]2.[NH:29]1[CH2:33][CH2:32][CH2:31][CH2:30]1.F[P-](F)(F)(F)(F)F.N1(O[P+](N(C)C)(N(C)C)N(C)C)C2C=CC=CC=2N=N1.C(N(CC)CC)C. (6) Given the product [N:8]([C:2]1[CH:7]=[CH:6][N:5]=[CH:4][CH:3]=1)=[N+:9]=[N-:10], predict the reactants needed to synthesize it. The reactants are: Cl[C:2]1[CH:7]=[CH:6][N:5]=[CH:4][CH:3]=1.[N-:8]=[N+:9]=[N-:10].[Na+]. (7) Given the product [Cl:42][C:43]1[CH:44]=[C:45]([CH:49]2[N:53]([CH:54]3[CH2:55][CH2:56][N:57]([CH2:60][C:61]4[CH:62]=[CH:63][C:64]([O:67][C:68]5[CH:69]=[CH:70][C:71]([C:72]([NH:10][CH3:9])=[O:73])=[CH:75][CH:76]=5)=[N:65][CH:66]=4)[CH2:58][CH2:59]3)[C:52](=[O:77])[N:51]([C:78]3[CH:79]=[N:80][CH:81]=[CH:82][CH:83]=3)[CH2:50]2)[CH:46]=[CH:47][CH:48]=1, predict the reactants needed to synthesize it. The reactants are: ClC1C=C(C2N(C3CCN(CC4C=CC(OC5C=CC(C#N)=CC=5)=NC=4)CC3)C(=O)[N:10](C3C=NC=CC=3)[CH2:9]2)C=CC=1.[Cl:42][C:43]1[CH:44]=[C:45]([CH:49]2[N:53]([CH:54]3[CH2:59][CH2:58][N:57]([CH2:60][C:61]4[CH:62]=[CH:63][C:64]([O:67][C:68]5[CH:76]=[CH:75][C:71]([C:72](O)=[O:73])=[CH:70][CH:69]=5)=[N:65][CH:66]=4)[CH2:56][CH2:55]3)[C:52](=[O:77])[N:51]([C:78]3[CH:79]=[N:80][CH:81]=[CH:82][CH:83]=3)[CH2:50]2)[CH:46]=[CH:47][CH:48]=1.C(OC(=O)NC(C1C=CC=C(Cl)C=1)C(=O)NC1C=NC=CC=1)(C)(C)C.Cl.CN.CCN=C=NCCCN(C)C.C1C=CC2N(O)N=NC=2C=1.CCN(C(C)C)C(C)C. (8) Given the product [CH3:6][O:10][C:21]([C:22]1[O:24][C:25]2[CH:26]=[CH:27][C:28]([NH2:12])=[CH:29][C:30]=2[CH:34]=1)=[O:35], predict the reactants needed to synthesize it. The reactants are: [N+](C1C=[C:6]([OH:10])C=CC=1)([O-])=O.C[NH:12]C(=O)C(C)(Br)C.CN[C:21](=[O:35])[C:22]([CH3:34])([O:24][C:25]1[CH:30]=[CH:29][CH:28]=[C:27]([N+]([O-])=O)[CH:26]=1)C. (9) Given the product [CH3:15][C:14]1([CH3:16])[C:17]([CH3:19])([CH3:18])[O:12][B:2]([C:3]2[CH:11]=[CH:10][C:6]([C:7]([OH:9])=[O:8])=[CH:5][CH:4]=2)[O:1]1, predict the reactants needed to synthesize it. The reactants are: [OH:1][B:2]([OH:12])[C:3]1[CH:11]=[CH:10][C:6]([C:7]([OH:9])=[O:8])=[CH:5][CH:4]=1.O[C:14]([C:17](O)([CH3:19])[CH3:18])([CH3:16])[CH3:15].